Dataset: Reaction yield outcomes from USPTO patents with 853,638 reactions. Task: Predict the reaction yield, written as a fraction of the theoretical maximum amount of product (1.0 means a 100% yield; for example, 0.34 means a 34% yield). (1) The reactants are [N+:1]([C:4]1[CH:12]=[CH:11][C:10]([O:13][C:14]([F:17])([F:16])[F:15])=[CH:9][C:5]=1[C:6]([OH:8])=[O:7])([O-])=O. The catalyst is CCO.[Pd]. The product is [NH2:1][C:4]1[CH:12]=[CH:11][C:10]([O:13][C:14]([F:15])([F:16])[F:17])=[CH:9][C:5]=1[C:6]([OH:8])=[O:7]. The yield is 0.980. (2) The reactants are [Br:1][C:2]1[CH:3]=[C:4]([C:9](=O)[CH3:10])[C:5]([F:8])=[N:6][CH:7]=1.[CH3:12][C:13]([S@:16]([NH2:18])=[O:17])([CH3:15])[CH3:14]. The catalyst is C1COCC1.[Cl-].[Na+].O.[O-]CC.[Ti+4].[O-]CC.[O-]CC.[O-]CC. The product is [Br:1][C:2]1[CH:3]=[C:4](/[C:9](=[N:18]\[S@@:16]([C:13]([CH3:15])([CH3:14])[CH3:12])=[O:17])/[CH3:10])[C:5]([F:8])=[N:6][CH:7]=1. The yield is 0.990. (3) The reactants are Br[C:2]1[CH:3]=[C:4]([CH2:9]N)[CH:5]=[CH:6][C:7]=1C.[B:11]1([B:11]2[O:15][C:14]([CH3:17])([CH3:16])[C:13]([CH3:19])([CH3:18])[O:12]2)[O:15][C:14]([CH3:17])([CH3:16])[C:13]([CH3:19])([CH3:18])[O:12]1.C([O-])(=O)C.[K+].[CH3:34][N:35](C)C=O. No catalyst specified. The product is [CH3:34][NH:35][C:7]1[CH:2]=[CH:3][C:4]([CH3:9])=[C:5]([B:11]2[O:15][C:14]([CH3:17])([CH3:16])[C:13]([CH3:19])([CH3:18])[O:12]2)[CH:6]=1. The yield is 0.830.